Task: Predict hERG channel inhibition at various concentrations.. Dataset: hERG Central: cardiac toxicity at 1µM, 10µM, and general inhibition (1) The drug is CCOC(=O)C1(CCOc2ccccc2)CCN(C(=O)c2ccc(-n3cccn3)cc2)CC1. Results: hERG_inhib (hERG inhibition (general)): blocker. (2) The molecule is COc1ccc(CNCC(O)(c2ccc(F)cc2)c2ccc(F)cc2)cc1OC. Results: hERG_inhib (hERG inhibition (general)): blocker. (3) The compound is O=C(Nc1cccc(C(F)(F)F)c1)c1cccnc1N1CCN(CCO)CC1. Results: hERG_inhib (hERG inhibition (general)): blocker.